Dataset: Forward reaction prediction with 1.9M reactions from USPTO patents (1976-2016). Task: Predict the product of the given reaction. (1) Given the reactants Br[C:2]1[CH:3]=[C:4]([Cl:21])[CH:5]=[C:6]2[C:10]=1[N:9]([CH2:11][O:12][CH2:13][CH2:14][Si:15]([CH3:18])([CH3:17])[CH3:16])[CH:8]=[C:7]2[C:19]#[N:20].[CH:22]([B-](F)(F)F)=[CH2:23].[K+].C(N(CC)CC)C, predict the reaction product. The product is: [Cl:21][C:4]1[CH:5]=[C:6]2[C:10](=[C:2]([CH:22]=[CH2:23])[CH:3]=1)[N:9]([CH2:11][O:12][CH2:13][CH2:14][Si:15]([CH3:18])([CH3:17])[CH3:16])[CH:8]=[C:7]2[C:19]#[N:20]. (2) The product is: [Cl:12][C:10]1[C:9]2[C:4](=[CH:5][CH:6]=[CH:7][CH:8]=2)[C:3](=[O:13])[N:2]([NH:1][C:22](=[O:23])[CH2:21][C:18]2[CH:19]=[CH:20][C:15]([Cl:14])=[CH:16][CH:17]=2)[N:11]=1. Given the reactants [NH2:1][N:2]1[N:11]=[C:10]([Cl:12])[C:9]2[C:4](=[CH:5][CH:6]=[CH:7][CH:8]=2)[C:3]1=[O:13].[Cl:14][C:15]1[CH:20]=[CH:19][C:18]([CH2:21][C:22](O)=[O:23])=[CH:17][CH:16]=1, predict the reaction product. (3) The product is: [C:17]([O:16][C@@H:10]([C:4]1[C:5]([CH3:9])=[N:6][C:7]([CH3:8])=[C:2]([C:38]2[CH:37]=[CH:36][C:35]([O:34][CH2:33][C:32]3[CH:44]=[CH:45][CH:46]=[CH:47][C:31]=3[O:30][CH3:29])=[CH:40][CH:39]=2)[C:3]=1[N:21]1[CH2:26][CH2:25][C:24]([CH3:28])([CH3:27])[CH2:23][CH2:22]1)[C:11]([O:13][CH2:14][CH3:15])=[O:12])([CH3:20])([CH3:19])[CH3:18]. Given the reactants Br[C:2]1[C:3]([N:21]2[CH2:26][CH2:25][C:24]([CH3:28])([CH3:27])[CH2:23][CH2:22]2)=[C:4]([C@H:10]([O:16][C:17]([CH3:20])([CH3:19])[CH3:18])[C:11]([O:13][CH2:14][CH3:15])=[O:12])[C:5]([CH3:9])=[N:6][C:7]=1[CH3:8].[CH3:29][O:30][C:31]1[CH:47]=[CH:46][CH:45]=[CH:44][C:32]=1[CH2:33][O:34][C:35]1[CH:40]=[CH:39][C:38](B(O)O)=[CH:37][CH:36]=1.C([O-])([O-])=O.[Na+].[Na+], predict the reaction product. (4) Given the reactants [CH:1]1([NH2:7])[CH2:6][CH2:5][CH2:4][CH2:3][CH2:2]1.[CH3:8][CH:9]1[S:13](=[O:15])(=[O:14])[O:12][CH2:11][CH2:10]1, predict the reaction product. The product is: [CH:1]1([NH:7][CH2:11][CH2:10][CH:9]([S:13]([OH:15])(=[O:14])=[O:12])[CH3:8])[CH2:6][CH2:5][CH2:4][CH2:3][CH2:2]1. (5) Given the reactants FC(F)C1C=C([C:9]2[NH:10][C:11]3[CH:17]=[C:16]([NH:18][C:19]4[S:20][CH:21]=[C:22]([C:24]5[CH:25]=[N:26][CH:27]=[CH:28][CH:29]=5)[N:23]=4)[C:15]([CH3:30])=[CH:14][C:12]=3[N:13]=2)C=CC=1.[F:32][C:33]([F:44])([F:43])[O:34][C:35]1[CH:36]=[C:37]([CH:40]=[CH:41][CH:42]=1)[CH:38]=O.S(=O)(O)[O-].[Na+], predict the reaction product. The product is: [CH3:9][N:10]1[C:11]2[CH:17]=[C:16]([NH:18][C:19]3[S:20][CH:21]=[C:22]([C:24]4[CH:25]=[N:26][CH:27]=[CH:28][CH:29]=4)[N:23]=3)[C:15]([CH3:30])=[CH:14][C:12]=2[N:13]=[C:38]1[C:37]1[CH:40]=[CH:41][CH:42]=[C:35]([O:34][C:33]([F:44])([F:43])[F:32])[CH:36]=1. (6) Given the reactants Cl.[NH2:2][C@H:3]1[CH2:8][CH2:7][C@H:6]([NH:9][C:10]([C:12]2[C:16]3[N:17]=[CH:18][N:19]=[C:20]([C:21]4[CH:26]=[C:25]([CH:27]([F:29])[F:28])[CH:24]=[CH:23][C:22]=4[O:30][CH2:31][CH:32]4[CH2:34][CH2:33]4)[C:15]=3[NH:14][C:13]=2[CH3:35])=[O:11])[CH2:5][C@@H:4]1[CH3:36].[C:37](Cl)(=[O:40])[CH2:38][CH3:39], predict the reaction product. The product is: [CH:32]1([CH2:31][O:30][C:22]2[CH:23]=[CH:24][C:25]([CH:27]([F:29])[F:28])=[CH:26][C:21]=2[C:20]2[C:15]3[NH:14][C:13]([CH3:35])=[C:12]([C:10]([NH:9][C@H:6]4[CH2:7][CH2:8][C@H:3]([NH:2][C:37](=[O:40])[CH2:38][CH3:39])[C@@H:4]([CH3:36])[CH2:5]4)=[O:11])[C:16]=3[N:17]=[CH:18][N:19]=2)[CH2:34][CH2:33]1. (7) The product is: [F:1][C:2]1[CH:3]=[C:4]([CH:15]=[CH:16][C:17]=1[CH3:18])[O:5][C:6]1[N:11]=[C:10]([NH:12][CH3:13])[C:9]([NH:14][C:28](=[O:29])[CH2:27][O:26][C:25]2[CH:24]=[C:23]([CH:33]=[CH:32][CH:31]=2)[C:21]([O:20][CH3:19])=[O:22])=[CH:8][CH:7]=1. Given the reactants [F:1][C:2]1[CH:3]=[C:4]([CH:15]=[CH:16][C:17]=1[CH3:18])[O:5][C:6]1[N:11]=[C:10]([NH:12][CH3:13])[C:9]([NH2:14])=[CH:8][CH:7]=1.[CH3:19][O:20][C:21]([C:23]1[CH:24]=[C:25]([CH:31]=[CH:32][CH:33]=1)[O:26][CH2:27][C:28](O)=[O:29])=[O:22].CCN=C=NCCCN(C)C.Cl.C1C=CC2N(O)N=NC=2C=1, predict the reaction product. (8) Given the reactants Br[C:2]1[C:3]([F:17])=[C:4]2[O:8][C:7]([CH:9]3[CH2:11][CH2:10]3)=[N:6][C:5]2=[C:12]([C:15]#[N:16])[C:13]=1[CH3:14].[S:18]1[CH:22]=[CH:21][C:20](B(O)O)=[CH:19]1.P([O-])([O-])([O-])=O.[K+].[K+].[K+], predict the reaction product. The product is: [CH:9]1([C:7]2[O:8][C:4]3[C:5](=[C:12]([C:15]#[N:16])[C:13]([CH3:14])=[C:2]([C:20]4[CH:21]=[CH:22][S:18][CH:19]=4)[C:3]=3[F:17])[N:6]=2)[CH2:11][CH2:10]1. (9) Given the reactants [Br:1][C:2]1[CH:3]=[C:4]2[C:8](=[CH:9][CH:10]=1)[NH:7][CH:6]=[C:5]2/[C:11](/[C:23]#[N:24])=[CH:12]/[C:13]1[CH:14]=[C:15]([CH:18]=[CH:19][C:20]=1[O:21][CH3:22])[C:16]#[N:17].C1C[O:28][CH2:27][CH2:26]1.CCN(CC)CC.C(Cl)(=O)C, predict the reaction product. The product is: [C:27]([N:7]1[C:8]2[C:4](=[CH:3][C:2]([Br:1])=[CH:10][CH:9]=2)[C:5](/[C:11](/[C:23]#[N:24])=[CH:12]/[C:13]2[CH:14]=[C:15]([CH:18]=[CH:19][C:20]=2[O:21][CH3:22])[C:16]#[N:17])=[CH:6]1)(=[O:28])[CH3:26]. (10) Given the reactants [Cl:1][C:2]1[CH:3]=[N:4][N:5]([C:7]2[CH:12]=[C:11]([CH3:13])[C:10]([C:14]3[C:18](=[O:19])[CH2:17][CH:16]([CH2:20][C:21]#[N:22])[C:15]=3[O:23]C)=[C:9]([CH3:25])[CH:8]=2)[CH:6]=1.FC1C(F)=C(F)C(F)=C(F)C=1[O:37][C:38]([C:40]1[CH:45]=[CH:44][CH:43]=[CH:42][N:41]=1)=O.[CH3:46]OCCOC, predict the reaction product. The product is: [Cl:1][C:2]1[CH:3]=[N:4][N:5]([C:7]2[CH:12]=[C:11]([CH3:13])[C:10]([C:14]3[C:15](=[O:23])[CH:16]([CH2:20][CH2:21][NH:22][C:38]([C:40]4[CH:45]=[CH:44][CH:43]=[CH:42][N:41]=4)=[O:37])[CH2:17][C:18]=3[O:19][CH3:46])=[C:9]([CH3:25])[CH:8]=2)[CH:6]=1.